This data is from Reaction yield outcomes from USPTO patents with 853,638 reactions. The task is: Predict the reaction yield, written as a fraction of the theoretical maximum amount of product (1.0 means a 100% yield; for example, 0.34 means a 34% yield). (1) The reactants are [CH3:1][O:2][CH2:3][C:4]([C:15]([CH:18]([CH3:20])[CH3:19])([CH3:17])[CH3:16])([C:10](OCC)=[O:11])[C:5](OCC)=[O:6].[H-].[Al+3].[Li+].[H-].[H-].[H-].[OH-].[Na+].S([O-])([O-])(=O)=O.[Na+].[Na+]. The catalyst is O1CCCC1.CCCCCC.C(OCC)(=O)C.O. The product is [OH:11][CH2:10][C:4]([CH2:3][O:2][CH3:1])([C:15]([CH3:16])([CH3:17])[CH:18]([CH3:20])[CH3:19])[CH2:5][OH:6]. The yield is 0.750. (2) The reactants are Br[C:2]1[CH:3]=[C:4]([C@H:8]([O:10][C:11]([NH:13][C:14]2[C:15]([CH3:39])=[N:16][O:17][C:18]=2[C:19]2[CH:24]=[CH:23][C:22]([C:25]3[CH:30]=[CH:29][C:28]([C:31]4([C:34]([O:36][CH2:37][CH3:38])=[O:35])[CH2:33][CH2:32]4)=[CH:27][CH:26]=3)=[CH:21][CH:20]=2)=[O:12])[CH3:9])[CH:5]=[CH:6][CH:7]=1.[CH3:40][C:41]1([CH3:57])[C:45]([CH3:47])([CH3:46])[O:44][B:43]([B:43]2[O:44][C:45]([CH3:47])([CH3:46])[C:41]([CH3:57])([CH3:40])[O:42]2)[O:42]1.C(=O)([O-])[O-].[K+].[K+]. The catalyst is CN(C)C=O. The product is [CH3:39][C:15]1[C:14]([NH:13][C:11]([O:10][C@@H:8]([C:4]2[CH:5]=[CH:6][CH:7]=[C:2]([B:43]3[O:44][C:45]([CH3:47])([CH3:46])[C:41]([CH3:57])([CH3:40])[O:42]3)[CH:3]=2)[CH3:9])=[O:12])=[C:18]([C:19]2[CH:24]=[CH:23][C:22]([C:25]3[CH:30]=[CH:29][C:28]([C:31]4([C:34]([O:36][CH2:37][CH3:38])=[O:35])[CH2:33][CH2:32]4)=[CH:27][CH:26]=3)=[CH:21][CH:20]=2)[O:17][N:16]=1. The yield is 0.717. (3) The product is [CH2:10]([C:12]1[C:13]([N+:21]([O-:23])=[O:22])=[C:14]([C:15]([F:19])=[C:16]([F:18])[CH:17]=1)[NH:4][C:3]1[CH:5]=[CH:6][C:7]([I:9])=[CH:8][C:2]=1[F:1])[CH3:11]. No catalyst specified. The reactants are [F:1][C:2]1[CH:8]=[C:7]([I:9])[CH:6]=[CH:5][C:3]=1[NH2:4].[CH2:10]([C:12]1[CH:17]=[C:16]([F:18])[C:15]([F:19])=[C:14](F)[C:13]=1[N+:21]([O-:23])=[O:22])[CH3:11]. The yield is 0.600.